Dataset: Reaction yield outcomes from USPTO patents with 853,638 reactions. Task: Predict the reaction yield, written as a fraction of the theoretical maximum amount of product (1.0 means a 100% yield; for example, 0.34 means a 34% yield). (1) The catalyst is C1(C)C=CC=CC=1. The yield is 0.790. The product is [Br:8][C:7]1[C:2]([NH:1][C:13]2[CH2:12][CH:11]([CH3:10])[CH2:16][C:15](=[O:17])[CH:14]=2)=[N:3][CH:4]=[C:5]([CH3:9])[CH:6]=1. The reactants are [NH2:1][C:2]1[C:7]([Br:8])=[CH:6][C:5]([CH3:9])=[CH:4][N:3]=1.[CH3:10][CH:11]1[CH2:16][C:15](=[O:17])[CH2:14][C:13](=O)[CH2:12]1.O.C1(C)C=CC(S(O)(=O)=O)=CC=1.C(=O)(O)[O-].[Na+]. (2) The reactants are [CH3:1][C:2]1[CH2:7][C:6]2([CH2:12][CH2:11][CH2:10][CH2:9][CH2:8]2)[O:5][CH2:4][CH:3]=1.[H][H]. The catalyst is [Ni].C(O)(C)C. The product is [CH3:1][CH:2]1[CH2:7][C:6]2([CH2:12][CH2:11][CH2:10][CH2:9][CH2:8]2)[O:5][CH2:4][CH2:3]1. The yield is 0.930. (3) The reactants are [Cl:1][C:2]1[CH:7]=[CH:6][C:5]([S:8]([C:11](=[C:14]([NH:17][C:18]2[CH:23]=[CH:22][CH:21]=[C:20]([C:24]#[N:25])[CH:19]=2)SC)[C:12]#[N:13])(=[O:10])=[O:9])=[CH:4][CH:3]=1.[CH:26]1([NH2:31])[CH2:30][CH2:29][CH2:28][CH2:27]1. No catalyst specified. The product is [Cl:1][C:2]1[CH:7]=[CH:6][C:5]([S:8]([C:11](=[C:14]([NH:17][C:18]2[CH:23]=[CH:22][CH:21]=[C:20]([C:24]#[N:25])[CH:19]=2)[NH:31][CH:26]2[CH2:30][CH2:29][CH2:28][CH2:27]2)[C:12]#[N:13])(=[O:10])=[O:9])=[CH:4][CH:3]=1. The yield is 0.160.